Dataset: Peptide-MHC class II binding affinity with 134,281 pairs from IEDB. Task: Regression. Given a peptide amino acid sequence and an MHC pseudo amino acid sequence, predict their binding affinity value. This is MHC class II binding data. The peptide sequence is GSNLLSICKTAEFQMTFHLF. The MHC is DRB1_1501 with pseudo-sequence DRB1_1501. The binding affinity (normalized) is 0.353.